This data is from Peptide-MHC class II binding affinity with 134,281 pairs from IEDB. The task is: Regression. Given a peptide amino acid sequence and an MHC pseudo amino acid sequence, predict their binding affinity value. This is MHC class II binding data. (1) The peptide sequence is DYFVLTSHTVMPLSA. The MHC is DRB1_1101 with pseudo-sequence DRB1_1101. The binding affinity (normalized) is 0.677. (2) The peptide sequence is MGAVLIWVGINTRNM. The MHC is DRB1_0701 with pseudo-sequence DRB1_0701. The binding affinity (normalized) is 0.357. (3) The peptide sequence is NSCAKNYNCKILPNT. The MHC is DRB4_0101 with pseudo-sequence DRB4_0103. The binding affinity (normalized) is 0.118. (4) The peptide sequence is QFELYKRTDIVEVDR. The MHC is HLA-DQA10201-DQB10402 with pseudo-sequence HLA-DQA10201-DQB10402. The binding affinity (normalized) is 0. (5) The peptide sequence is SQDLELSWNLNGLQVY. The MHC is HLA-DQA10101-DQB10501 with pseudo-sequence HLA-DQA10101-DQB10501. The binding affinity (normalized) is 0.822. (6) The peptide sequence is PFKVAATAANAAPAN. The MHC is DRB1_1001 with pseudo-sequence DRB1_1001. The binding affinity (normalized) is 0.625. (7) The peptide sequence is GRKNGSFIIDGKSRK. The MHC is DRB1_1301 with pseudo-sequence DRB1_1301. The binding affinity (normalized) is 0.435. (8) The peptide sequence is GATVAVDCRPFNGGE. The MHC is DRB1_1501 with pseudo-sequence DRB1_1501. The binding affinity (normalized) is 0.138. (9) The peptide sequence is SMEYKKDFLITARKP. The MHC is DRB5_0101 with pseudo-sequence DRB5_0101. The binding affinity (normalized) is 0.437.